From a dataset of Catalyst prediction with 721,799 reactions and 888 catalyst types from USPTO. Predict which catalyst facilitates the given reaction. (1) Reactant: [CH3:1][N:2]([C@@H:10]([CH2:23][C@H:24]1[CH2:29][CH2:28][CH2:27][O:26][CH2:25]1)[CH2:11][NH:12]C(OCC1C=CC=CC=1)=O)[C:3](=[O:9])[O:4][C:5]([CH3:8])([CH3:7])[CH3:6].[H][H]. Product: [NH2:12][CH2:11][C@@H:10]([N:2]([CH3:1])[C:3](=[O:9])[O:4][C:5]([CH3:6])([CH3:8])[CH3:7])[CH2:23][C@H:24]1[CH2:29][CH2:28][CH2:27][O:26][CH2:25]1. The catalyst class is: 43. (2) Reactant: [CH3:1][C:2]1[C:6]([CH2:7][OH:8])=[CH:5][N:4]([C:9]2[CH:14]=[CH:13][C:12]([C:15]([F:18])([F:17])[F:16])=[CH:11][N:10]=2)[N:3]=1.O[C:20]1[CH:31]=[CH:30][C:23]([O:24][CH2:25][C:26]([O:28]C)=[O:27])=[CH:22][CH:21]=1.C1(P(C2C=CC=CC=2)C2C=CC=CC=2)C=CC=CC=1.N(C(OCC)=O)=NC(OCC)=O. Product: [CH3:1][C:2]1[C:6]([CH2:7][O:8][C:20]2[CH:31]=[CH:30][C:23]([O:24][CH2:25][C:26]([OH:28])=[O:27])=[CH:22][CH:21]=2)=[CH:5][N:4]([C:9]2[CH:14]=[CH:13][C:12]([C:15]([F:18])([F:16])[F:17])=[CH:11][N:10]=2)[N:3]=1. The catalyst class is: 359. (3) Reactant: Br[C:2]1[CH:7]=[CH:6][C:5]([C:8]2([OH:12])[CH2:11][CH2:10][CH2:9]2)=[CH:4][C:3]=1[F:13].[CH3:14][C:15]1([CH3:29])[CH2:20][O:19][B:18]([B:18]2[O:19][CH2:20][C:15]([CH3:29])([CH3:14])[CH2:16][O:17]2)[O:17][CH2:16]1.[K]. Product: [CH3:14][C:15]1([CH3:29])[CH2:20][O:19][B:18]([C:2]2[CH:7]=[CH:6][C:5]([C:8]3([OH:12])[CH2:11][CH2:10][CH2:9]3)=[CH:4][C:3]=2[F:13])[O:17][CH2:16]1. The catalyst class is: 117. (4) Reactant: [F:1][C:2]1[N:7]=[CH:6][C:5]([OH:8])=[C:4]([I:9])[CH:3]=1.[O:10]=[C:11]1[C:19]2[C:14](=[CH:15][CH:16]=[CH:17][CH:18]=2)[C:13](=[O:20])[N:12]1[CH:21]([CH3:34])[CH2:22]OS(C1C=CC(C)=CC=1)(=O)=O.C(=O)([O-])[O-].[Cs+].[Cs+].O. Product: [F:1][C:2]1[N:7]=[CH:6][C:5]([O:8][CH2:34][CH:21]([N:12]2[C:13](=[O:20])[C:14]3[C:19](=[CH:18][CH:17]=[CH:16][CH:15]=3)[C:11]2=[O:10])[CH3:22])=[C:4]([I:9])[CH:3]=1. The catalyst class is: 3. (5) Reactant: [NH2:1][C:2]([CH3:8])([CH3:7])[C:3]([O:5][CH3:6])=[O:4].CCN(CC)CC.[Cl:16][C:17]1[C:26]2[C:21](=[CH:22][CH:23]=[C:24]([S:27](Cl)(=[O:29])=[O:28])[CH:25]=2)[C:20]([Cl:31])=[CH:19][N:18]=1. Product: [Cl:16][C:17]1[C:26]2[C:21](=[CH:22][CH:23]=[C:24]([S:27]([NH:1][C:2]([CH3:8])([CH3:7])[C:3]([O:5][CH3:6])=[O:4])(=[O:29])=[O:28])[CH:25]=2)[C:20]([Cl:31])=[CH:19][N:18]=1. The catalyst class is: 2. (6) Reactant: [C:1]([O:5][C:6](=[O:12])[N:7](C=O)[CH:8]=[CH2:9])([CH3:4])([CH3:3])[CH3:2].[OH-].[Na+].C(OC)(C)(C)C.O. Product: [C:1]([O:5][C:6](=[O:12])[NH:7][CH:8]=[CH2:9])([CH3:4])([CH3:3])[CH3:2]. The catalyst class is: 1. (7) Reactant: [F:1][C:2]([F:20])([F:19])[C@H:3]([CH3:18])[CH:4]([C:10]1[CH:15]=[CH:14][C:13]([CH:16]=[CH2:17])=[CH:12][CH:11]=1)C(OCC)=O.[F-].[Na+].C(C1C=C(C)C=C([C:34]([CH3:37])(C)C)C=1O)(C)(C)C.[F:39][C:40]([F:52])(S(F)(=O)=O)C(O[Si](C)(C)C)=O.[C:53](=[O:56])(O)[O-:54].[Na+]. Product: [F:39][C:40]1([F:52])[CH2:17][CH:16]1[C:13]1[CH:12]=[CH:11][C:10]([CH:4]([C@@H:3]([CH3:18])[C:2]([F:1])([F:19])[F:20])[C:53]([O:54][CH2:34][CH3:37])=[O:56])=[CH:15][CH:14]=1. The catalyst class is: 13. (8) Reactant: [NH2:1][C:2]1[N:7]=[C:6]([C:8]2[CH:13]=[CH:12][CH:11]=[CH:10][CH:9]=2)[C:5]([C:14]2[CH:15]=[CH:16][C:17](=[O:20])[NH:18][N:19]=2)=[CH:4][C:3]=1[Cl:21].[H-].[Na+].[CH2:24](I)[CH3:25].O. Product: [NH2:1][C:2]1[N:7]=[C:6]([C:8]2[CH:9]=[CH:10][CH:11]=[CH:12][CH:13]=2)[C:5]([C:14]2[CH:15]=[CH:16][C:17](=[O:20])[N:18]([CH2:24][CH3:25])[N:19]=2)=[CH:4][C:3]=1[Cl:21]. The catalyst class is: 3. (9) Reactant: [Br:1][C:2]1[CH:7]=[CH:6][C:5]([S:8](Cl)(=[O:10])=[O:9])=[CH:4][CH:3]=1.[C:12]([NH2:16])([CH3:15])([CH3:14])[CH3:13]. Product: [Br:1][C:2]1[CH:7]=[CH:6][C:5]([S:8]([NH:16][C:12]([CH3:15])([CH3:14])[CH3:13])(=[O:10])=[O:9])=[CH:4][CH:3]=1. The catalyst class is: 4.